From a dataset of Catalyst prediction with 721,799 reactions and 888 catalyst types from USPTO. Predict which catalyst facilitates the given reaction. Reactant: [CH2:1]([N:8]1[C:16]2[CH:15]=[CH:14][N:13]=[C:12]([N:17]([CH2:25][C:26]3[CH:31]=[CH:30][CH:29]=[CH:28][CH:27]=3)[CH2:18][C:19]3[CH:24]=[CH:23][CH:22]=[CH:21][CH:20]=3)[C:11]=2[NH:10][C:9]1=[O:32])[C:2]1[CH:7]=[CH:6][CH:5]=[CH:4][CH:3]=1.C([O-])(=O)C.[Na+].[Br:38]Br. Product: [CH2:1]([N:8]1[C:16]2[C:15]([Br:38])=[CH:14][N:13]=[C:12]([N:17]([CH2:18][C:19]3[CH:20]=[CH:21][CH:22]=[CH:23][CH:24]=3)[CH2:25][C:26]3[CH:27]=[CH:28][CH:29]=[CH:30][CH:31]=3)[C:11]=2[NH:10][C:9]1=[O:32])[C:2]1[CH:7]=[CH:6][CH:5]=[CH:4][CH:3]=1. The catalyst class is: 86.